From a dataset of Reaction yield outcomes from USPTO patents with 853,638 reactions. Predict the reaction yield, written as a fraction of the theoretical maximum amount of product (1.0 means a 100% yield; for example, 0.34 means a 34% yield). (1) The catalyst is C(Cl)Cl. The reactants are Cl.[NH2:2][C@H:3]([CH2:9][CH3:10])[CH2:4][C:5]([O:7][CH3:8])=[O:6].[C:11]([C:15]1[CH:20]=[CH:19][C:18]([N:21]=[C:22]=[O:23])=[CH:17][CH:16]=1)([CH3:14])([CH3:13])[CH3:12]. The yield is 0.730. The product is [C:11]([C:15]1[CH:20]=[CH:19][C:18]([NH:21][C:22](=[O:23])[NH:2][C@H:3]([CH2:9][CH3:10])[CH2:4][C:5]([O:7][CH3:8])=[O:6])=[CH:17][CH:16]=1)([CH3:14])([CH3:12])[CH3:13]. (2) The reactants are [H-].[Al+3].[Li+].[H-].[H-].[H-].[CH3:7][C:8]1([CH3:20])[CH2:19][O:18][C:11]2([CH2:17][CH2:16][C:14](=[O:15])[CH2:13][CH2:12]2)[O:10][CH2:9]1.O.[OH-].[Na+]. The catalyst is O1CCCC1. The product is [CH3:7][C:8]1([CH3:20])[CH2:9][O:10][C:11]2([CH2:12][CH2:13][CH:14]([OH:15])[CH2:16][CH2:17]2)[O:18][CH2:19]1. The yield is 0.912. (3) The reactants are [CH3:1][O:2][C:3]([CH:5]1[C:14](=[O:15])[NH:13][C:12]2[N:11]=[CH:10][C:9](/[CH:16]=[CH:17]/[C:18]([OH:20])=O)=[CH:8][C:7]=2[CH2:6]1)=[O:4].Cl.[F:22][C:23]1[CH:36]=[CH:35][C:26]([O:27][CH2:28][CH:29]2[CH2:34][CH2:33][NH:32][CH2:31][CH2:30]2)=[CH:25][CH:24]=1.CCN(C(C)C)C(C)C.CCN=C=NCCCN(C)C. The catalyst is CN(C=O)C.CN(C1C=CN=CC=1)C. The product is [F:22][C:23]1[CH:24]=[CH:25][C:26]([O:27][CH2:28][CH:29]2[CH2:30][CH2:31][N:32]([C:18](=[O:20])/[CH:17]=[CH:16]/[C:9]3[CH:8]=[C:7]4[C:12](=[N:11][CH:10]=3)[NH:13][C:14](=[O:15])[CH:5]([C:3]([O:2][CH3:1])=[O:4])[CH2:6]4)[CH2:33][CH2:34]2)=[CH:35][CH:36]=1. The yield is 0.0800.